From a dataset of Reaction yield outcomes from USPTO patents with 853,638 reactions. Predict the reaction yield, written as a fraction of the theoretical maximum amount of product (1.0 means a 100% yield; for example, 0.34 means a 34% yield). (1) The reactants are [CH:1]1[C:10]2[C:5](=[CH:6][CH:7]=[CH:8][CH:9]=2)[CH:4]=[CH:3][C:2]=1B(O)O.Br[C:15]1[C:22]([F:23])=[C:21]([F:24])[C:18]([C:19]#[N:20])=[C:17]([F:25])[C:16]=1[F:26].O.C1(P(C2CCCCC2)C2C=CC=CC=2C2C(OC)=CC=C(S([O-])(=O)=O)C=2OC)CCCCC1.[Na+].[O-]P([O-])([O-])=O.[K+].[K+].[K+]. The catalyst is C1(C)C=CC=CC=1.C1C=CC(/C=C/C(/C=C/C2C=CC=CC=2)=O)=CC=1.C1C=CC(/C=C/C(/C=C/C2C=CC=CC=2)=O)=CC=1.C1C=CC(/C=C/C(/C=C/C2C=CC=CC=2)=O)=CC=1.[Pd].[Pd]. The product is [F:24][C:21]1[C:22]([F:23])=[C:15]([C:2]2[CH:3]=[CH:4][C:5]3[C:10](=[CH:9][CH:8]=[CH:7][CH:6]=3)[CH:1]=2)[C:16]([F:26])=[C:17]([F:25])[C:18]=1[C:19]#[N:20]. The yield is 0.260. (2) The reactants are N[C:2]1[CH:7]=[CH:6][C:5]([NH:8][C:9]2[C:18]3[C:17](=[O:19])[NH:16][CH:15]=[N:14][C:13]=3[N:12]([CH3:20])[C:11](=[O:21])[C:10]=2[CH3:22])=[C:4]([F:23])[CH:3]=1.Cl.N([O-])=O.[Na+].[I-:29].[K+]. The catalyst is C(O)(=O)C.O.II. The product is [F:23][C:4]1[CH:3]=[C:2]([I:29])[CH:7]=[CH:6][C:5]=1[NH:8][C:9]1[C:18]2[C:17](=[O:19])[NH:16][CH:15]=[N:14][C:13]=2[N:12]([CH3:20])[C:11](=[O:21])[C:10]=1[CH3:22]. The yield is 0.510.